Dataset: Full USPTO retrosynthesis dataset with 1.9M reactions from patents (1976-2016). Task: Predict the reactants needed to synthesize the given product. (1) Given the product [CH3:19][N:5]([S:2]([CH3:1])(=[O:3])=[O:4])[C:6]1[CH:14]=[C:13]([C:15]([O:17][CH3:18])=[O:16])[CH:12]=[C:11]2[C:7]=1[CH:8]=[CH:9][NH:10]2, predict the reactants needed to synthesize it. The reactants are: [CH3:1][S:2]([NH:5][C:6]1[CH:14]=[C:13]([C:15]([O:17][CH3:18])=[O:16])[CH:12]=[C:11]2[C:7]=1[CH:8]=[CH:9][NH:10]2)(=[O:4])=[O:3].[C:19](=O)([O-])[O-].[K+].[K+].IC. (2) Given the product [Cl:18][C:19]([Cl:26])([Cl:25])[CH2:20][O:21][C:22]([N:2]1[CH2:3][CH2:4][C:5]2[C:10](=[CH:9][CH:8]=[CH:7][CH:6]=2)[CH2:1]1)=[O:23], predict the reactants needed to synthesize it. The reactants are: [CH2:1]1[C:10]2[C:5](=[CH:6][CH:7]=[CH:8][CH:9]=2)[CH2:4][CH2:3][NH:2]1.C(N(CC)CC)C.[Cl:18][C:19]([Cl:26])([Cl:25])[CH2:20][O:21][C:22](Cl)=[O:23]. (3) The reactants are: C([O:8][C:9](=[O:36])[C@@H:10]([NH:18][C:19](=[O:35])[C@@H:20]([NH:22][C:23]([C:25]1[N:26]([CH3:34])[C:27]2[C:32]([CH:33]=1)=[CH:31][CH:30]=[CH:29][CH:28]=2)=[O:24])[CH3:21])[CH2:11][C:12]1[CH:17]=[CH:16][CH:15]=[CH:14][CH:13]=1)C1C=CC=CC=1. Given the product [CH3:34][N:26]1[C:27]2[C:32](=[CH:31][CH:30]=[CH:29][CH:28]=2)[CH:33]=[C:25]1[C:23]([NH:22][C@@H:20]([CH3:21])[C:19]([NH:18][C@@H:10]([CH2:11][C:12]1[CH:13]=[CH:14][CH:15]=[CH:16][CH:17]=1)[C:9]([OH:36])=[O:8])=[O:35])=[O:24], predict the reactants needed to synthesize it. (4) The reactants are: Cl.Cl.[CH3:3][N:4]1[CH2:13][C@@H:12]([C:14]2[CH:23]=[CH:22][C:21]3[C:16](=[CH:17][CH:18]=[CH:19][CH:20]=3)[CH:15]=2)[C:11]2[C:6](=[CH:7][C:8]([C:24]3[N:29]=[N:28][C:27]([NH2:30])=[CH:26][CH:25]=3)=[CH:9][CH:10]=2)[CH2:5]1. Given the product [CH3:3][N:4]1[CH2:13][C@@H:12]([C:14]2[CH:23]=[CH:22][C:21]3[C:16](=[CH:17][CH:18]=[CH:19][CH:20]=3)[CH:15]=2)[C:11]2[C:6](=[CH:7][C:8]([C:24]3[N:29]=[N:28][C:27]([NH2:30])=[CH:26][CH:25]=3)=[CH:9][CH:10]=2)[CH2:5]1, predict the reactants needed to synthesize it. (5) The reactants are: FC(F)(F)[C:3](O)=[O:4].[CH3:8][C@@H:9]1[CH2:13][CH2:12][CH2:11][N:10]1[CH2:14][CH2:15][C:16]1[CH:21]=[CH:20][C:19]([C:22]2[CH:27]=[CH:26][C:25]([S:28]([CH2:31][CH:32]=[CH2:33])(=[O:30])=[O:29])=[CH:24][CH:23]=2)=[CH:18][CH:17]=1.C[O-].[Na+].FC(F)(F)C(O)=O. Given the product [CH3:3][O:4][CH:32]([CH3:33])[CH2:31][S:28]([C:25]1[CH:26]=[CH:27][C:22]([C:19]2[CH:20]=[CH:21][C:16]([CH2:15][CH2:14][N:10]3[CH2:11][CH2:12][CH2:13][C@H:9]3[CH3:8])=[CH:17][CH:18]=2)=[CH:23][CH:24]=1)(=[O:30])=[O:29], predict the reactants needed to synthesize it. (6) Given the product [CH3:32][N:6]([C:7]1[CH:12]=[CH:11][C:10]([N:13]2[CH2:29][CH2:28][CH2:27][C@@:15]3([C:19](=[O:20])[N:18]([CH:21]4[CH2:22][CH2:23][O:24][CH2:25][CH2:26]4)[CH2:17][CH2:16]3)[CH2:14]2)=[CH:9][CH:8]=1)[C:5](=[O:30])[O:4][CH3:3], predict the reactants needed to synthesize it. The reactants are: [H-].[Na+].[CH3:3][O:4][C:5](=[O:30])[NH:6][C:7]1[CH:12]=[CH:11][C:10]([N:13]2[CH2:29][CH2:28][CH2:27][C@@:15]3([C:19](=[O:20])[N:18]([CH:21]4[CH2:26][CH2:25][O:24][CH2:23][CH2:22]4)[CH2:17][CH2:16]3)[CH2:14]2)=[CH:9][CH:8]=1.O1CCC[CH2:32]1.CI. (7) Given the product [Cl:21][C:10]1[C:11]([C:15]2[CH:20]=[CH:19][CH:18]=[CH:17][CH:16]=2)=[CH:12][C:13](=[O:14])[NH:8][N:9]=1, predict the reactants needed to synthesize it. The reactants are: C([N:8]1[C:13](=[O:14])[CH:12]=[C:11]([C:15]2[CH:20]=[CH:19][CH:18]=[CH:17][CH:16]=2)[C:10]([Cl:21])=[N:9]1)C1C=CC=CC=1.[Cl-].[Al+3].[Cl-].[Cl-].